This data is from Forward reaction prediction with 1.9M reactions from USPTO patents (1976-2016). The task is: Predict the product of the given reaction. Given the reactants [F:1][C:2]1[CH:32]=[CH:31][C:5]([CH2:6][NH:7][C:8]([C:10]2[N:11]=[C:12]3[N:17]([C:18](=[O:28])[C:19]=2[O:20][CH2:21][C:22]2[CH:27]=[CH:26][CH:25]=[CH:24][CH:23]=2)[CH2:16][CH2:15][O:14][C:13]3([CH3:30])[CH3:29])=[O:9])=[C:4](I)[CH:3]=1.[CH3:34][O:35][C:36]1[C:41](B(O)O)=[CH:40][CH:39]=[CH:38][N:37]=1.C(=O)([O-])[O-].[Na+].[Na+], predict the reaction product. The product is: [F:1][C:2]1[CH:32]=[CH:31][C:5]([CH2:6][NH:7][C:8]([C:10]2[N:11]=[C:12]3[N:17]([C:18](=[O:28])[C:19]=2[O:20][CH2:21][C:22]2[CH:27]=[CH:26][CH:25]=[CH:24][CH:23]=2)[CH2:16][CH2:15][O:14][C:13]3([CH3:30])[CH3:29])=[O:9])=[C:4]([C:41]2[C:36]([O:35][CH3:34])=[N:37][CH:38]=[CH:39][CH:40]=2)[CH:3]=1.